Dataset: M1 muscarinic receptor antagonist screen with 61,756 compounds. Task: Binary Classification. Given a drug SMILES string, predict its activity (active/inactive) in a high-throughput screening assay against a specified biological target. (1) The molecule is N1(CCCC1)c1nc(c2c(CCCC2)c1C#N)CC. The result is 0 (inactive). (2) The molecule is s1c(C(=O)N2CCN(CC2)CC)cc2c1nc1c(c2)cc(OC)cc1. The result is 0 (inactive).